This data is from Forward reaction prediction with 1.9M reactions from USPTO patents (1976-2016). The task is: Predict the product of the given reaction. (1) Given the reactants [Br:1][C:2]1[CH:7]=[CH:6][C:5]([NH:8][CH2:9][CH2:10][NH:11][C:12](=[O:18])[O:13][C:14]([CH3:17])([CH3:16])[CH3:15])=[C:4]([N+:19]([O-])=O)[CH:3]=1.[Cl-].[NH4+], predict the reaction product. The product is: [NH2:19][C:4]1[CH:3]=[C:2]([Br:1])[CH:7]=[CH:6][C:5]=1[NH:8][CH2:9][CH2:10][NH:11][C:12](=[O:18])[O:13][C:14]([CH3:16])([CH3:15])[CH3:17]. (2) Given the reactants [CH3:1][O:2][C:3](=[O:23])[C:4]1[CH:9]=[CH:8][C:7]([NH:10][C:11](=O)[C:12]2[CH:17]=[CH:16][CH:15]=[C:14]([N+:18]([O-:20])=[O:19])[CH:13]=2)=[C:6]([OH:22])[CH:5]=1.O.C1(C)C=CC(S(O)(=O)=O)=CC=1, predict the reaction product. The product is: [CH3:1][O:2][C:3]([C:4]1[CH:9]=[CH:8][C:7]2[N:10]=[C:11]([C:12]3[CH:17]=[CH:16][CH:15]=[C:14]([N+:18]([O-:20])=[O:19])[CH:13]=3)[O:22][C:6]=2[CH:5]=1)=[O:23]. (3) Given the reactants [C:1]1(=[O:8])[NH:6][C:5](=[O:7])[CH2:4][CH2:3][CH2:2]1.C([O-])([O-])=O.[K+].[K+].[CH3:15][O:16][C:17]1[CH:24]=[CH:23][C:20]([CH2:21]Cl)=[CH:19][CH:18]=1, predict the reaction product. The product is: [CH3:15][O:16][C:17]1[CH:24]=[CH:23][C:20]([CH2:21][N:6]2[C:5](=[O:7])[CH2:4][CH2:3][CH2:2][C:1]2=[O:8])=[CH:19][CH:18]=1. (4) The product is: [C:25]([Si:22]([CH3:24])([CH3:23])[O:21][CH:19]([CH3:20])[CH2:18][N:15]1[C:16]2[C:12](=[CH:11][CH:10]=[C:9]([OH:8])[CH:17]=2)[CH:13]=[N:14]1)([CH3:27])([CH3:28])[CH3:26]. Given the reactants C([O:8][C:9]1[CH:17]=[C:16]2[C:12]([CH:13]=[N:14][N:15]2[CH2:18][CH:19]([O:21][Si:22]([C:25]([CH3:28])([CH3:27])[CH3:26])([CH3:24])[CH3:23])[CH3:20])=[CH:11][CH:10]=1)C1C=CC=CC=1.ClCCl, predict the reaction product. (5) Given the reactants C([O-])([O-])=O.[Na+].[Na+].I[C:8]1[CH:9]=[CH:10][C:11]([OH:14])=[N:12][CH:13]=1.[Cl:15][C:16]1[CH:21]=[CH:20][C:19](OB(O)O)=[CH:18][CH:17]=1, predict the reaction product. The product is: [Cl:15][C:16]1[CH:21]=[CH:20][C:19]([C:8]2[CH:9]=[CH:10][C:11]([OH:14])=[N:12][CH:13]=2)=[CH:18][CH:17]=1. (6) Given the reactants C(OC([N:8]1[CH2:13][CH2:12][CH:11]([NH:14][C:15]2[N:20]=[CH:19][C:18]([C:21]3[CH:26]=[CH:25][CH:24]=[CH:23][CH:22]=3)=[CH:17][N:16]=2)[CH2:10][CH2:9]1)=O)(C)(C)C.[ClH:27], predict the reaction product. The product is: [ClH:27].[ClH:27].[C:21]1([C:18]2[CH:19]=[N:20][C:15]([NH:14][CH:11]3[CH2:12][CH2:13][NH:8][CH2:9][CH2:10]3)=[N:16][CH:17]=2)[CH:22]=[CH:23][CH:24]=[CH:25][CH:26]=1. (7) Given the reactants CO.[CH3:3][C:4]1[N:14]=[C:13]2[N:8]([CH2:9][CH2:10][CH2:11][CH:12]2[OH:15])[C:6](=[O:7])[C:5]=1[CH2:16][CH2:17][N:18]1[CH2:23][CH2:22][CH:21]([C:24]2[C:25]3[CH:26]=[CH:27][C:28]([F:33])=[CH:29][C:30]=3[O:31][N:32]=2)[CH2:20][CH2:19]1.[ClH:34], predict the reaction product. The product is: [CH3:3][C:4]1[N:14]=[C:13]2[N:8]([CH2:9][CH2:10][CH2:11][CH:12]2[OH:15])[C:6](=[O:7])[C:5]=1[CH2:16][CH2:17][N:18]1[CH2:23][CH2:22][CH:21]([C:24]2[C:25]3[CH:26]=[CH:27][C:28]([F:33])=[CH:29][C:30]=3[O:31][N:32]=2)[CH2:20][CH2:19]1.[ClH:34].